Dataset: Forward reaction prediction with 1.9M reactions from USPTO patents (1976-2016). Task: Predict the product of the given reaction. (1) The product is: [C:1]([O:5][NH:6][C:7]([C:9]1[CH:18]=[C:17]2[C:12]([CH2:13][CH2:14][C:15]([CH3:20])([CH3:19])[NH:16]2)=[CH:11][CH:10]=1)=[O:8])([CH3:4])([CH3:2])[CH3:3]. Given the reactants [C:1]([O:5][NH:6][C:7]([C:9]1[CH:18]=[C:17]2[C:12]([CH:13]=[CH:14][C:15]([CH3:20])([CH3:19])[NH:16]2)=[CH:11][CH:10]=1)=[O:8])([CH3:4])([CH3:3])[CH3:2], predict the reaction product. (2) Given the reactants C(Cl)(=O)C(Cl)=O.CS(C)=O.[CH3:11][O:12][CH2:13][C:14]([NH:16][C:17]1[CH:18]=[C:19]([CH:22]=[CH:23][CH:24]=1)[CH2:20][OH:21])=[O:15].C(N(CC)CC)C, predict the reaction product. The product is: [CH3:11][O:12][CH2:13][C:14]([NH:16][C:17]1[CH:18]=[C:19]([CH:22]=[CH:23][CH:24]=1)[CH:20]=[O:21])=[O:15]. (3) Given the reactants [NH2:1][CH2:2][CH2:3][P:4](=[O:11])([O:8][CH2:9][CH3:10])[O:5][CH2:6][CH3:7].[Cl:12][C:13]1[CH:14]=[C:15]2[C:20](=[C:21]([Cl:23])[CH:22]=1)[CH2:19][N:18]([CH3:24])[CH2:17][CH:16]2[C:25]1[CH:26]=[C:27]([S:31](Cl)(=[O:33])=[O:32])[CH:28]=[CH:29][CH:30]=1, predict the reaction product. The product is: [Cl:12][C:13]1[CH:14]=[C:15]2[C:20](=[C:21]([Cl:23])[CH:22]=1)[CH2:19][N:18]([CH3:24])[CH2:17][CH:16]2[C:25]1[CH:26]=[C:27]([S:31]([NH:1][CH2:2][CH2:3][P:4](=[O:11])([O:5][CH2:6][CH3:7])[O:8][CH2:9][CH3:10])(=[O:33])=[O:32])[CH:28]=[CH:29][CH:30]=1. (4) Given the reactants Cl[C:2]1[C:3]2[CH:10]=[C:9]([C:11]3[CH:16]=[CH:15][CH:14]=[CH:13][CH:12]=3)[NH:8][C:4]=2[N:5]=[CH:6][N:7]=1.[CH3:17][NH:18][CH:19]1[CH2:24][CH2:23][CH2:22][CH2:21][CH2:20]1, predict the reaction product. The product is: [CH:19]1([N:18]([CH3:17])[C:2]2[C:3]3[CH:10]=[C:9]([C:11]4[CH:16]=[CH:15][CH:14]=[CH:13][CH:12]=4)[NH:8][C:4]=3[N:5]=[CH:6][N:7]=2)[CH2:24][CH2:23][CH2:22][CH2:21][CH2:20]1. (5) Given the reactants [CH2:1]([C:4]1[C:11]([F:12])=[C:10]([F:13])[C:7]([CH2:8][OH:9])=[C:6]([F:14])[C:5]=1[F:15])[C:2]#[CH:3].[CH2:16]([O:18][C:19](=[O:32])/[C:20](/[C:30]#[N:31])=[CH:21]/[C@@H:22]1[C@@H:24]([C:25](O)=[O:26])[C:23]1(C)C)[CH3:17], predict the reaction product. The product is: [CH2:16]([O:18][C:19](=[O:32])/[C:20](/[C:30]#[N:31])=[CH:21]/[C@H:22]1[C@H:24]([C:25]([O:9][CH2:8][C:7]2[C:6]([F:14])=[C:5]([F:15])[C:4]([CH2:1][C:2]#[CH:3])=[C:11]([F:12])[C:10]=2[F:13])=[O:26])[CH2:23]1)[CH3:17]. (6) Given the reactants [C:1]([O:5][C:6](=[O:27])[NH:7][C:8]([C:10]1[S:11][C:12]([S:25][CH3:26])=[C:13]([S:15]([C:18]2[CH:23]=[CH:22][CH:21]=[C:20](Br)[CH:19]=2)(=[O:17])=[O:16])[CH:14]=1)=[NH:9])([CH3:4])([CH3:3])[CH3:2].[CH3:28][C:29]1[C:34]2B(O)[O:36][CH2:37][C:33]=2[CH:32]=[CH:31][CH:30]=1.C([O-])([O-])=O.[Na+].[Na+].C(O)C, predict the reaction product. The product is: [C:1]([O:5][C:6](=[O:27])[NH:7][C:8]([C:10]1[S:11][C:12]([S:25][CH3:26])=[C:13]([S:15]([C:18]2[CH:19]=[C:20]([C:34]3[C:33]([CH2:37][OH:36])=[CH:32][CH:31]=[CH:30][C:29]=3[CH3:28])[CH:21]=[CH:22][CH:23]=2)(=[O:17])=[O:16])[CH:14]=1)=[NH:9])([CH3:4])([CH3:3])[CH3:2].